From a dataset of Full USPTO retrosynthesis dataset with 1.9M reactions from patents (1976-2016). Predict the reactants needed to synthesize the given product. (1) Given the product [C:1]([NH:4][C:5]1[C:6]([N+:15]([O-:17])=[O:16])=[C:7]([C:11]([Br:14])=[CH:12][CH:13]=1)[C:8]([O:10][CH3:18])=[O:9])(=[O:3])[CH3:2], predict the reactants needed to synthesize it. The reactants are: [C:1]([NH:4][C:5]1[C:6]([N+:15]([O-:17])=[O:16])=[C:7]([C:11]([Br:14])=[CH:12][CH:13]=1)[C:8]([OH:10])=[O:9])(=[O:3])[CH3:2].[CH3:18][Si](C=[N+]=[N-])(C)C.C(OCC)C. (2) Given the product [S:9]1[C:10]2[CH:16]=[CH:15][CH:14]=[CH:13][C:11]=2[N:12]=[C:8]1[C:6]1[N:7]=[C:2]([NH:34][C:33]2[CH:35]=[CH:36][C:37]([O:38][CH3:39])=[C:31]([O:30][CH3:29])[CH:32]=2)[C:3]2[NH:19][N:18]=[CH:17][C:4]=2[N:5]=1, predict the reactants needed to synthesize it. The reactants are: Cl[C:2]1[C:3]2[C:4](=[CH:17][N:18](CC3C=CC(OC)=CC=3)[N:19]=2)[N:5]=[C:6]([C:8]2[S:9][C:10]3[CH:16]=[CH:15][CH:14]=[CH:13][C:11]=3[N:12]=2)[N:7]=1.[CH3:29][O:30][C:31]1[CH:32]=[C:33]([CH:35]=[CH:36][C:37]=1[O:38][CH3:39])[NH2:34].Cl. (3) Given the product [Cl:7][C:8]1[CH:13]=[C:12]2[C:11]([CH2:14][CH2:15][C:16]2([CH3:18])[CH3:17])=[CH:10][CH:9]=1, predict the reactants needed to synthesize it. The reactants are: S(=O)(=O)(O)O.O.[Cl:7][C:8]1[CH:13]=[CH:12][C:11]([CH2:14][CH:15](O)[CH:16]([CH3:18])[CH3:17])=[CH:10][CH:9]=1. (4) Given the product [Br:19][C:20]1[CH:27]=[CH:26][C:23]([CH:24]([OH:25])[C:33]([F:36])([F:35])[F:34])=[C:22]([F:28])[CH:21]=1, predict the reactants needed to synthesize it. The reactants are: CCCC[N+](CCCC)(CCCC)CCCC.[F-].[Br:19][C:20]1[CH:27]=[CH:26][C:23]([CH:24]=[O:25])=[C:22]([F:28])[CH:21]=1.[Si]([C:33]([F:36])([F:35])[F:34])(C)(C)C.Cl. (5) Given the product [CH3:22][S:3]([C:9]1[N:14]=[C:13]([C:15]2[N:16]=[CH:17][S:18][C:19]=2[C:20]#[N:21])[CH:12]=[CH:11][N:10]=1)(=[O:5])=[O:2].[CH3:7][S:8]([C:9]1[N:14]=[C:13]([C:15]2[N:16]=[CH:17][S:18][C:19]=2[C:20]#[N:21])[CH:12]=[CH:11][N:10]=1)=[O:1], predict the reactants needed to synthesize it. The reactants are: [OH:1][O:2][S:3]([O-:5])=O.[K+].[CH3:7][S:8][C:9]1[N:14]=[C:13]([C:15]2[N:16]=[CH:17][S:18][C:19]=2[C:20]#[N:21])[CH:12]=[CH:11][N:10]=1.[CH3:22]O. (6) Given the product [F:1][C:2]1[CH:3]=[CH:4][C:5]([C:8]2[C:9]([CH3:14])=[N:10][N:11]3[C:17](=[O:18])[CH2:16][C:15](=[O:21])[NH:13][C:12]=23)=[CH:6][CH:7]=1, predict the reactants needed to synthesize it. The reactants are: [F:1][C:2]1[CH:7]=[CH:6][C:5]([C:8]2[C:9]([CH3:14])=[N:10][NH:11][C:12]=2[NH2:13])=[CH:4][CH:3]=1.[C:15](OC)(=[O:21])[CH2:16][C:17](OC)=[O:18]. (7) Given the product [Cl:16][C:17]1[CH:22]=[CH:21][CH:20]=[CH:19][C:18]=1[S:23]([N:9]1[CH2:8][CH2:7][C:6]2([C:4](=[O:5])[N:38]([C:35]3[CH:36]=[N:37][C:32]([O:31][CH2:30][CH2:29][C:28]([F:40])([F:27])[F:39])=[CH:33][CH:34]=3)[CH2:13][CH2:12]2)[CH2:11][CH2:10]1)(=[O:25])=[O:24], predict the reactants needed to synthesize it. The reactants are: C(O[C:4]([C:6]1([CH2:12][CH2:13]OC)[CH2:11][CH2:10][NH:9][CH2:8][CH2:7]1)=[O:5])C.[Cl:16][C:17]1[CH:22]=[CH:21][CH:20]=[CH:19][C:18]=1[S:23](Cl)(=[O:25])=[O:24].[F:27][C:28]([F:40])([F:39])[CH2:29][CH2:30][O:31][C:32]1[N:37]=[CH:36][C:35]([NH2:38])=[CH:34][CH:33]=1. (8) Given the product [CH3:1][C:2]1([CH3:18])[O:6][C@@H:5]([C@H:7]([O:8][S:20]([CH3:19])(=[O:22])=[O:21])[C@@H:9]2[C@H:13]([CH2:14][O:15][S:20]([CH3:19])(=[O:22])=[O:21])[O:12][C:11]([CH3:17])([CH3:16])[O:10]2)[CH2:4][O:3]1, predict the reactants needed to synthesize it. The reactants are: [CH3:1][C:2]1([CH3:18])[O:6][C@@H:5]([C@@H:7]([C@@H:9]2[C@H:13]([CH2:14][OH:15])[O:12][C:11]([CH3:17])([CH3:16])[O:10]2)[OH:8])[CH2:4][O:3]1.[CH3:19][S:20](Cl)(=[O:22])=[O:21].C(=O)(O)[O-].[Na+].C(OCC)(=O)C. (9) Given the product [CH2:38]([O:31][C:24]1[CH:25]=[CH:26][CH:27]=[C:28]2[C:23]=1[N:22]=[C:21]([NH2:20])[CH:30]=[CH:29]2)[C:35]1[CH:36]=[CH:37][CH:32]=[CH:33][CH:34]=1, predict the reactants needed to synthesize it. The reactants are: C1C=CC(P(C2C=CC=CC=2)C2C=CC=CC=2)=CC=1.[NH2:20][C:21]1[CH:30]=[CH:29][C:28]2[C:23](=[C:24]([OH:31])[CH:25]=[CH:26][CH:27]=2)[N:22]=1.[CH:32]1[CH:37]=[CH:36][C:35]([CH2:38]OC(/N=N/C(O[CH2:38][C:35]2[CH:36]=[CH:37][CH:32]=[CH:33][CH:34]=2)=O)=O)=[CH:34][CH:33]=1.C(O)C1C=CC=CC=1.